This data is from Reaction yield outcomes from USPTO patents with 853,638 reactions. The task is: Predict the reaction yield, written as a fraction of the theoretical maximum amount of product (1.0 means a 100% yield; for example, 0.34 means a 34% yield). (1) The reactants are [C:1]([C:5]1[CH:29]=[CH:28][C:8]([C:9]([NH:11][C:12]2[C:13]([O:26]C)=[N:14][CH:15]=[C:16]([C:18]3[CH:23]=[CH:22][N:21]=[C:20]([S:24][CH3:25])[N:19]=3)[CH:17]=2)=[O:10])=[CH:7][CH:6]=1)([CH3:4])([CH3:3])[CH3:2]. The catalyst is O1CCOCC1.O. The product is [C:1]([C:5]1[CH:6]=[CH:7][C:8]([C:9]([NH:11][C:12]2[C:13](=[O:26])[NH:14][CH:15]=[C:16]([C:18]3[CH:23]=[CH:22][N:21]=[C:20]([S:24][CH3:25])[N:19]=3)[CH:17]=2)=[O:10])=[CH:28][CH:29]=1)([CH3:4])([CH3:2])[CH3:3]. The yield is 0.250. (2) The reactants are C[O:2][C:3]([C:5]1[CH:10]=[CH:9][C:8]([C:11]2[CH:16]=[C:15]([NH:17][C:18](=[O:26])[C:19]3[CH:24]=[CH:23][N:22]=[C:21]([Cl:25])[CH:20]=3)[CH:14]=[CH:13][C:12]=2[CH3:27])=[CH:7][CH:6]=1)=[O:4].[Cl:25][C:21]1[CH:20]=[C:19]([CH:24]=[CH:23][N:22]=1)[C:18]([NH:17][C:15]1[CH:14]=[CH:13][C:12]([CH3:27])=[C:11]([C:8]2[CH:9]=[CH:10][C:5]([C:3]([OH:2])=[O:4])=[CH:6][CH:7]=2)[CH:16]=1)=[O:26].O.[OH-].[Li+].C1COCC1.Cl. The catalyst is O. The product is [Cl:25][C:21]1[CH:20]=[C:19]([CH:24]=[CH:23][N:22]=1)[C:18]([NH:17][C:15]1[CH:14]=[CH:13][C:12]([CH3:27])=[C:11]([C:8]2[CH:7]=[CH:6][C:5]([C:3]([OH:4])=[O:2])=[CH:10][CH:9]=2)[CH:16]=1)=[O:26]. The yield is 0.730.